Dataset: Forward reaction prediction with 1.9M reactions from USPTO patents (1976-2016). Task: Predict the product of the given reaction. Given the reactants [C:1]([O:5][C:6]([N:8]1[CH2:13][CH2:12][C:11](=[CH:14][C:15](OC)=[O:16])[C:10]([CH3:20])([CH3:19])[CH2:9]1)=[O:7])([CH3:4])([CH3:3])[CH3:2].[H-].C([Al+]CC(C)C)C(C)C.C1(C)C=CC=CC=1.C(O)C, predict the reaction product. The product is: [C:1]([O:5][C:6]([N:8]1[CH2:13][CH2:12][C:11](=[CH:14][CH2:15][OH:16])[C:10]([CH3:20])([CH3:19])[CH2:9]1)=[O:7])([CH3:4])([CH3:3])[CH3:2].